This data is from Forward reaction prediction with 1.9M reactions from USPTO patents (1976-2016). The task is: Predict the product of the given reaction. The product is: [CH3:17][N:18]([CH3:19])[C:2]1[CH:7]=[CH:6][C:5]([C:8]([C:10]2[N:14]([CH3:15])[CH:13]=[N:12][CH:11]=2)=[O:9])=[CH:4][N:3]=1. Given the reactants Cl[C:2]1[CH:7]=[CH:6][C:5]([C:8]([C:10]2[N:14]([CH3:15])[CH:13]=[N:12][CH:11]=2)=[O:9])=[CH:4][N:3]=1.Cl.[CH3:17][NH:18][CH3:19].CCN(CC)CC, predict the reaction product.